Dataset: Forward reaction prediction with 1.9M reactions from USPTO patents (1976-2016). Task: Predict the product of the given reaction. (1) Given the reactants [Br:1][C:2]1[S:6][CH:5]=[C:4]([C:7]([OH:9])=O)[CH:3]=1.C(N(CC)C(C)C)(C)C.ON1C2C=CC=CC=2N=N1.Cl.C(N=C=NCCCN(C)C)C.[CH2:41]([NH2:48])[C:42]1[CH:47]=[CH:46][CH:45]=[CH:44][CH:43]=1, predict the reaction product. The product is: [CH2:41]([NH:48][C:7]([C:4]1[CH:3]=[C:2]([Br:1])[S:6][CH:5]=1)=[O:9])[C:42]1[CH:47]=[CH:46][CH:45]=[CH:44][CH:43]=1. (2) Given the reactants [Cl:1][C:2]1[CH:3]=[C:4]2[C:8](=[CH:9][CH:10]=1)[N:7]([CH2:11][CH2:12][CH2:13][S:14]([CH2:17][CH3:18])(=[O:16])=[O:15])[C:6]([CH2:19][OH:20])=[CH:5]2.[CH3:21][S:22](Cl)(=[O:24])=[O:23].C(N(CC)CC)C, predict the reaction product. The product is: [CH3:21][S:22]([O:20][CH2:19][C:6]1[N:7]([CH2:11][CH2:12][CH2:13][S:14]([CH2:17][CH3:18])(=[O:16])=[O:15])[C:8]2[C:4]([CH:5]=1)=[CH:3][C:2]([Cl:1])=[CH:10][CH:9]=2)(=[O:24])=[O:23]. (3) The product is: [Cl:1][C:2]1[CH:3]=[C:4]([C:8]2[CH:9]=[CH:10][C:11]3[C:17]([F:19])([F:18])[CH2:16][CH2:15][CH2:14][NH:13][C:12]=3[N:27]=2)[CH:5]=[CH:6][CH:7]=1. Given the reactants [Cl:1][C:2]1[CH:3]=[C:4]([C:8]2[CH:9]=[CH:10][C:11]3[C:17]([F:19])([F:18])[CH2:16][CH2:15][CH2:14][N:13](C(OC(C)(C)C)=O)[C:12]=3[N:27]=2)[CH:5]=[CH:6][CH:7]=1, predict the reaction product.